Predict the product of the given reaction. From a dataset of Forward reaction prediction with 1.9M reactions from USPTO patents (1976-2016). (1) Given the reactants [Cl:1][C:2]1[C:3]([N:27]([CH:29]([CH3:31])[CH3:30])[CH3:28])=[CH:4][C:5]2[N:11]=[C:10]([C:12]3[CH:17]=[CH:16][CH:15]=[C:14]([N:18]4[C:22]([CH2:23]O)=[CH:21][N:20]=[N:19]4)[CH:13]=3)[CH2:9][C:8](=[O:25])[NH:7][C:6]=2[CH:26]=1.S(Cl)(Cl)=O.[Cl-].[CH3:37][NH:38][CH3:39], predict the reaction product. The product is: [Cl:1][C:2]1[C:3]([N:27]([CH:29]([CH3:31])[CH3:30])[CH3:28])=[CH:4][C:5]2[N:11]=[C:10]([C:12]3[CH:17]=[CH:16][CH:15]=[C:14]([N:18]4[C:22]([CH2:23][N:38]([CH3:39])[CH3:37])=[CH:21][N:20]=[N:19]4)[CH:13]=3)[CH2:9][C:8](=[O:25])[NH:7][C:6]=2[CH:26]=1. (2) Given the reactants [ClH:1].[NH2:2][C@@H:3]1[CH2:5][C@H:4]1[C:6]1[CH:7]=[C:8]([CH:18]=[CH:19][CH:20]=1)[C:9]([NH:11][CH:12]1[CH2:17][CH2:16][O:15][CH2:14][CH2:13]1)=[O:10].C(=O)([O-])O.[Na+].[C:26]1(=O)[CH2:29][CH2:28][CH2:27]1, predict the reaction product. The product is: [ClH:1].[CH:26]1([NH:2][C@@H:3]2[CH2:5][C@H:4]2[C:6]2[CH:7]=[C:8]([CH:18]=[CH:19][CH:20]=2)[C:9]([NH:11][CH:12]2[CH2:13][CH2:14][O:15][CH2:16][CH2:17]2)=[O:10])[CH2:29][CH2:28][CH2:27]1. (3) Given the reactants [CH2:1]([N:8]1[CH2:16][CH2:15][CH:11]([C:12]([OH:14])=O)[CH2:10][CH2:9]1)[C:2]1[CH:7]=[CH:6][CH:5]=[CH:4][CH:3]=1.C([N-]C(C)C)(C)C.[Li+].[Br:25][C:26]1[CH:34]=[CH:33][C:29](C(Cl)=O)=[CH:28][CH:27]=1.Cl, predict the reaction product. The product is: [CH2:1]([N:8]1[CH2:9][CH2:10][CH:11]([C:12](=[O:14])[C:29]2[CH:33]=[CH:34][C:26]([Br:25])=[CH:27][CH:28]=2)[CH2:15][CH2:16]1)[C:2]1[CH:3]=[CH:4][CH:5]=[CH:6][CH:7]=1. (4) The product is: [Cl:1][C:2]1[CH:3]=[C:4]([C:22]2[CH:27]=[CH:26][CH:25]=[CH:24][CH:23]=2)[CH:5]=[CH:6][C:7]=1[CH2:8][N:9]1[C:13]2[CH:14]=[C:15]([CH2:19][O:20][C:29]3[N:34]=[C:33]([C:35]([OH:37])=[O:36])[CH:32]=[CH:31][CH:30]=3)[CH:16]=[C:17]([CH3:18])[C:12]=2[N:11]=[C:10]1[CH3:21]. Given the reactants [Cl:1][C:2]1[CH:3]=[C:4]([C:22]2[CH:27]=[CH:26][CH:25]=[CH:24][CH:23]=2)[CH:5]=[CH:6][C:7]=1[CH2:8][N:9]1[C:13]2[CH:14]=[C:15]([CH2:19][OH:20])[CH:16]=[C:17]([CH3:18])[C:12]=2[N:11]=[C:10]1[CH3:21].Cl[C:29]1[N:34]=[C:33]([C:35]([OH:37])=[O:36])[CH:32]=[CH:31][CH:30]=1, predict the reaction product. (5) The product is: [CH2:44]([O:43][C:42](=[O:51])[NH:41][CH:14]1[C:15](=[O:40])[N:16]2[CH:17]([CH2:18][C:19]3[CH:24]=[CH:23][C:22]([Cl:25])=[CH:21][CH:20]=3)[C:26](=[O:39])[N:27]([CH:28]([CH3:29])[CH3:30])[CH2:31][CH:32]2[N:12]([S:9]([C:3]2[CH:4]=[CH:5][C:6]([Cl:8])=[CH:7][C:2]=2[Cl:1])(=[O:10])=[O:11])[CH2:13]1)[C:45]1[CH:46]=[CH:47][CH:48]=[CH:49][CH:50]=1. Given the reactants [Cl:1][C:2]1[CH:7]=[C:6]([Cl:8])[CH:5]=[CH:4][C:3]=1[S:9]([NH:12][CH2:13][CH:14]([NH:41][C:42](=[O:51])[O:43][CH2:44][C:45]1[CH:50]=[CH:49][CH:48]=[CH:47][CH:46]=1)[C:15](=[O:40])[NH:16][CH:17]([C:26](=[O:39])[N:27]([CH2:31][CH:32](OCC)OCC)[CH:28]([CH3:30])[CH3:29])[CH2:18][C:19]1[CH:24]=[CH:23][C:22]([Cl:25])=[CH:21][CH:20]=1)(=[O:11])=[O:10], predict the reaction product. (6) The product is: [Br:1][C:2]1[CH:3]=[C:4]2[C:5](=[CH:10][CH:11]=1)[C:6](=[O:8])[N:14]([C@@H:15]([CH2:18][C:19]1[CH:24]=[CH:23][CH:22]=[C:21]([C:25]#[C:26][Si:27]([CH3:29])([CH3:28])[CH3:30])[CH:20]=1)[CH2:16][OH:17])[CH2:12]2. Given the reactants [Br:1][C:2]1[CH:11]=[CH:10][C:5]([C:6]([O:8]C)=O)=[C:4]([CH2:12]Br)[CH:3]=1.[NH2:14][C@@H:15]([CH2:18][C:19]1[CH:24]=[CH:23][CH:22]=[C:21]([C:25]#[C:26][Si:27]([CH3:30])([CH3:29])[CH3:28])[CH:20]=1)[CH2:16][OH:17].C(N(CC)C(C)C)(C)C, predict the reaction product. (7) Given the reactants C(OC([NH:8][CH2:9][C:10]1[C:11]([CH2:35][C:36]([CH3:39])([CH3:38])[CH3:37])=[N:12][C:13]([CH3:34])=[C:14]([C:26]=1[C:27]1[CH:32]=[CH:31][C:30]([CH3:33])=[CH:29][CH:28]=1)[C:15]([O:17][CH2:18][C:19]1[O:20][C:21](=[O:25])[O:22][C:23]=1[CH3:24])=[O:16])=O)(C)(C)C.C(OC(=O)C)C.[ClH:46], predict the reaction product. The product is: [ClH:46].[ClH:46].[NH2:8][CH2:9][C:10]1[C:11]([CH2:35][C:36]([CH3:39])([CH3:38])[CH3:37])=[N:12][C:13]([CH3:34])=[C:14]([C:26]=1[C:27]1[CH:28]=[CH:29][C:30]([CH3:33])=[CH:31][CH:32]=1)[C:15]([O:17][CH2:18][C:19]1[O:20][C:21](=[O:25])[O:22][C:23]=1[CH3:24])=[O:16]. (8) Given the reactants [Cl:1][C:2]1[CH:23]=[C:22]([C:24]([F:27])([F:26])[F:25])[CH:21]=[CH:20][C:3]=1[CH2:4][N:5]1[C:9]([CH2:10][CH2:11][C:12](OCC)=[O:13])=[CH:8][C:7]([CH:17]([CH3:19])[CH3:18])=[N:6]1.[H-].C([Al+]CC(C)C)C(C)C.CO.[C@H](O)(C([O-])=O)[C@@H](O)C([O-])=O.[Na+].[K+], predict the reaction product. The product is: [Cl:1][C:2]1[CH:23]=[C:22]([C:24]([F:27])([F:25])[F:26])[CH:21]=[CH:20][C:3]=1[CH2:4][N:5]1[C:9]([CH2:10][CH2:11][CH2:12][OH:13])=[CH:8][C:7]([CH:17]([CH3:18])[CH3:19])=[N:6]1. (9) The product is: [Cl:23][C:13]1[CH2:14][C:2]([CH3:16])([CH3:1])[CH2:3][C:4]2[C:5]=1[S:6][CH2:7][C@@H:8]([C:10]([O:12][CH2:17][CH3:18])=[O:11])[N:9]=2. Given the reactants [CH3:1][C:2]1([CH3:16])[CH2:14][C:13](=O)[C:5]2[S:6][CH2:7][CH:8]([C:10]([O-:12])=[O:11])[NH:9][C:4]=2[CH2:3]1.[C:17](Cl)(=O)[C:18](Cl)=O.[Cl:23]CCl, predict the reaction product.